From a dataset of Full USPTO retrosynthesis dataset with 1.9M reactions from patents (1976-2016). Predict the reactants needed to synthesize the given product. (1) Given the product [Br:1][C:2]1[C:7]([CH2:8][Br:16])=[CH:6][CH:5]=[CH:4][N:3]=1, predict the reactants needed to synthesize it. The reactants are: [Br:1][C:2]1[C:7]([CH3:8])=[CH:6][CH:5]=[CH:4][N:3]=1.C1C(=O)N([Br:16])C(=O)C1. (2) Given the product [Cl:1][C:2]1[CH:3]=[CH:4][C:5]([S:11]([NH:14][CH:15]([CH3:17])[CH3:16])(=[O:13])=[O:12])=[C:6]([C:7]([N:56]2[CH2:55][CH2:54][C:53]([CH2:52][CH2:51][N:50]3[CH:45]4[CH2:46][CH2:47][CH:48]3[CH2:49][CH:43]([N:42]3[C:41]5[CH:65]=[CH:66][CH:67]=[CH:68][C:40]=5[N:39]=[C:38]3[CH3:37])[CH2:44]4)([C:59]3[CH:60]=[CH:61][CH:62]=[CH:63][CH:64]=3)[CH2:58][CH2:57]2)=[O:9])[CH:10]=1, predict the reactants needed to synthesize it. The reactants are: [Cl:1][C:2]1[CH:3]=[CH:4][C:5]([S:11]([NH:14][CH:15]([CH3:17])[CH3:16])(=[O:13])=[O:12])=[C:6]([CH:10]=1)[C:7]([OH:9])=O.ClC1C=C(C=CC=1S(NC(C)C)(=O)=O)C(O)=O.Cl.Cl.[CH3:37][C:38]1[N:42]([CH:43]2[CH2:49][CH:48]3[N:50]([CH2:51][CH2:52][C:53]4([C:59]5[CH:64]=[CH:63][CH:62]=[CH:61][CH:60]=5)[CH2:58][CH2:57][NH:56][CH2:55][CH2:54]4)[CH:45]([CH2:46][CH2:47]3)[CH2:44]2)[C:41]2[CH:65]=[CH:66][CH:67]=[CH:68][C:40]=2[N:39]=1.CC1N(C2CC3N(CCC4(C5C=CC=CC=5)CCN(C(C5C=CC=CC=5S(NC(=O)OC(C)(C)C)(=O)=O)=O)CC4)C(CC3)C2)C2C=CC=CC=2N=1. (3) Given the product [Cl:1][C:2]1[CH:3]=[N:4][C:5]([N:8]2[CH2:13][CH2:12][CH:11]([C@H:14]3[CH2:16][C@H:15]3[CH2:17][CH2:18][NH:19][C:21]3[CH:26]=[N:25][C:24]([N:27]4[CH:31]=[N:30][CH:29]=[N:28]4)=[CH:23][N:22]=3)[CH2:10][CH2:9]2)=[N:6][CH:7]=1, predict the reactants needed to synthesize it. The reactants are: [Cl:1][C:2]1[CH:3]=[N:4][C:5]([N:8]2[CH2:13][CH2:12][CH:11]([C@H:14]3[CH2:16][C@H:15]3[CH2:17][CH2:18][NH2:19])[CH2:10][CH2:9]2)=[N:6][CH:7]=1.Cl[C:21]1[CH:26]=[N:25][C:24]([N:27]2[CH:31]=[N:30][CH:29]=[N:28]2)=[CH:23][N:22]=1.C(=O)([O-])[O-].[K+].[K+].O.